Dataset: Catalyst prediction with 721,799 reactions and 888 catalyst types from USPTO. Task: Predict which catalyst facilitates the given reaction. (1) Reactant: [ClH:1].[CH3:2][C:3]1[N:7]2[CH2:8][CH2:9][N:10]([CH:13]3[CH2:18][CH2:17][N:16](C(OC(C)(C)C)=O)[CH2:15][CH2:14]3)[C:11](=[O:12])[C:6]2=[CH:5][N:4]=1. Product: [ClH:1].[ClH:1].[CH3:2][C:3]1[N:7]2[CH2:8][CH2:9][N:10]([CH:13]3[CH2:18][CH2:17][NH:16][CH2:15][CH2:14]3)[C:11](=[O:12])[C:6]2=[CH:5][N:4]=1. The catalyst class is: 8. (2) Product: [OH:14][C:11]1[CH:12]=[CH:13][C:8]([CH:5]2[CH2:6][CH2:7][C:2](=[CH:18][C:19]([O:21][CH3:22])=[O:20])[CH2:3][CH2:4]2)=[CH:9][CH:10]=1. The catalyst class is: 1. Reactant: O[C:2]1[CH:7]=[CH:6][C:5]([CH:8]2[CH2:13][CH2:12][C:11](=[O:14])[CH2:10][CH2:9]2)=[CH:4][CH:3]=1.[H-].[Na+].C[C:18](C)(P(=O)=O)[C:19]([O:21][CH3:22])=[O:20]. (3) Reactant: [C:1]([C:4]1[CH:11]=[CH:10][C:7]([CH:8]=[O:9])=[CH:6][CH:5]=1)([OH:3])=[O:2].[NH2:12][C:13]1[CH:18]=[CH:17][CH:16]=[CH:15][C:14]=1O.C(C(C#N)=C(C#N)C#N)#N. Product: [C:1]([C:4]1[CH:11]=[CH:10][C:7]([C:8]2[O:9][C:14]3[CH:15]=[CH:16][CH:17]=[CH:18][C:13]=3[N:12]=2)=[CH:6][CH:5]=1)([OH:3])=[O:2]. The catalyst class is: 44. (4) Reactant: [CH3:1][C:2]1[C:6]([B:7]2[O:11][C:10]([CH3:13])([CH3:12])[C:9]([CH3:15])([CH3:14])[O:8]2)=[C:5]([CH3:16])[NH:4][N:3]=1.[C:17](O[C:17]([O:19][C:20]([CH3:23])([CH3:22])[CH3:21])=[O:18])([O:19][C:20]([CH3:23])([CH3:22])[CH3:21])=[O:18].C([O-])([O-])=O.[Na+].[Na+].O1CCOCC1. Product: [C:20]([O:19][C:17]([N:3]1[C:2]([CH3:1])=[C:6]([B:7]2[O:11][C:10]([CH3:12])([CH3:13])[C:9]([CH3:15])([CH3:14])[O:8]2)[C:5]([CH3:16])=[N:4]1)=[O:18])([CH3:23])([CH3:22])[CH3:21]. The catalyst class is: 6. (5) Reactant: [Cl:1][C:2]1[CH:28]=[CH:27][C:5]2[NH:6][C:7]3[N:8]=[CH:9][CH:10]=[CH:11][C:12]=3[C:13]([CH:18](OC(C)C)[O:19][CH:20]([CH3:22])[CH3:21])([C:14]([F:17])([F:16])[CH3:15])[C:4]=2[CH:3]=1.FC(F)(F)C(O)=O.C([SiH](CC)CC)C. Product: [Cl:1][C:2]1[CH:28]=[CH:27][C:5]2[NH:6][C:7]3[N:8]=[CH:9][CH:10]=[CH:11][C:12]=3[C:13]([CH2:18][O:19][CH:20]([CH3:21])[CH3:22])([C:14]([F:16])([F:17])[CH3:15])[C:4]=2[CH:3]=1. The catalyst class is: 2. (6) Reactant: [NH:1]1[CH:5]=[N:4][N:3]=[N:2]1.C(=O)([O-])[O-].[K+].[K+].Cl[CH2:13][O:14][CH2:15][C:16]1[CH:21]=[CH:20][CH:19]=[CH:18][CH:17]=1. Product: [CH2:15]([O:14][CH2:13][N:2]1[N:3]=[N:4][CH:5]=[N:1]1)[C:16]1[CH:21]=[CH:20][CH:19]=[CH:18][CH:17]=1.[CH2:15]([O:14][CH2:13][N:1]1[CH:5]=[N:4][NH:3][NH:2]1)[C:16]1[CH:21]=[CH:20][CH:19]=[CH:18][CH:17]=1. The catalyst class is: 3.